Task: Predict the product of the given reaction.. Dataset: Forward reaction prediction with 1.9M reactions from USPTO patents (1976-2016) (1) Given the reactants [O:1]=[S:2]1(=[O:18])[CH2:6][CH2:5][CH2:4][N:3]1[C:7]1[CH:17]=[CH:16][C:10]([C:11]([O:13]CC)=O)=[CH:9][N:8]=1.[CH3:19][C:20]1[CH:25]=[C:24]([CH3:26])[C:23]([CH3:27])=[CH:22][C:21]=1[N:28]1[CH2:33][CH2:32][NH:31][CH2:30][CH2:29]1, predict the reaction product. The product is: [O:18]=[S:2]1(=[O:1])[CH2:6][CH2:5][CH2:4][N:3]1[C:7]1[N:8]=[CH:9][C:10]([C:11]([N:31]2[CH2:32][CH2:33][N:28]([C:21]3[CH:22]=[C:23]([CH3:27])[C:24]([CH3:26])=[CH:25][C:20]=3[CH3:19])[CH2:29][CH2:30]2)=[O:13])=[CH:16][CH:17]=1. (2) Given the reactants Br[CH2:2][CH2:3][N:4]1[CH:8]=[C:7]([C:9]2[C:17]3[C:12](=[CH:13][C:14]([F:18])=[CH:15][CH:16]=3)[N:11]([S:19]([C:22]3[CH:27]=[CH:26][CH:25]=[CH:24][CH:23]=3)(=[O:21])=[O:20])[CH:10]=2)[CH:6]=[N:5]1.[CH3:28][N:29]1[CH2:34][CH2:33][NH:32][CH2:31][CH2:30]1.C([O-])([O-])=O.[K+].[K+].[Na+].[I-], predict the reaction product. The product is: [F:18][C:14]1[CH:13]=[C:12]2[C:17]([C:9]([C:7]3[CH:6]=[N:5][N:4]([CH2:3][CH2:2][N:32]4[CH2:33][CH2:34][N:29]([CH3:28])[CH2:30][CH2:31]4)[CH:8]=3)=[CH:10][N:11]2[S:19]([C:22]2[CH:27]=[CH:26][CH:25]=[CH:24][CH:23]=2)(=[O:21])=[O:20])=[CH:16][CH:15]=1. (3) The product is: [CH3:1][N:2]([CH3:35])[C:3]1[CH:4]=[CH:5][C:6]([C:9]2[N:18]=[C:17]([O:19][CH2:20][C@@H:21]3[CH2:25][NH:24][C:23](=[O:34])[CH2:22]3)[C:12]3=[N:13][CH:14]=[CH:15][N:16]=[C:11]3[CH:10]=2)=[CH:7][CH:8]=1. Given the reactants [CH3:1][N:2]([CH3:35])[C:3]1[CH:8]=[CH:7][C:6]([C:9]2[N:18]=[C:17]([O:19][CH2:20][C@@H:21]3[CH2:25][N:24]([C@H](C4C=CC=CC=4)C)[C:23](=[O:34])[CH2:22]3)[C:12]3=[N:13][CH:14]=[CH:15][N:16]=[C:11]3[CH:10]=2)=[CH:5][CH:4]=1, predict the reaction product. (4) Given the reactants [C:1]([O:5][C:6]([C@@H:8]1[CH2:12][CH2:11][CH:10]([CH2:13][CH2:14]O)[N:9]1[C:16]([O:18][C:19]([CH3:22])([CH3:21])[CH3:20])=[O:17])=[O:7])([CH3:4])([CH3:3])[CH3:2].[N+:23]([C:26]1[CH:31]=[CH:30][CH:29]=[CH:28][C:27]=1[Se:32]C#N)([O-:25])=[O:24].C(P(CCCC)CCCC)CCC, predict the reaction product. The product is: [C:1]([O:5][C:6]([C@@H:8]1[CH2:12][CH2:11][CH:10]([CH2:13][CH2:14][Se:32][C:27]2[CH:28]=[CH:29][CH:30]=[CH:31][C:26]=2[N+:23]([O-:25])=[O:24])[N:9]1[C:16]([O:18][C:19]([CH3:22])([CH3:20])[CH3:21])=[O:17])=[O:7])([CH3:3])([CH3:2])[CH3:4]. (5) Given the reactants [CH3:1][O-:2].[Na+].[Na].CO.[Br:7][C:8]1[CH:9]=[N:10][CH:11]=[C:12](Br)[C:13]=1[CH3:14], predict the reaction product. The product is: [Br:7][C:8]1[CH:9]=[N:10][CH:11]=[C:12]([O:2][CH3:1])[C:13]=1[CH3:14]. (6) Given the reactants FC(F)(F)S(O[C:7]1[CH:16]=[CH:15][C:14]2[C:9](=[CH:10][CH:11]=[CH:12][N:13]=2)[N:8]=1)(=O)=O.Cl.[NH2:20][C@H:21]1[CH2:24][C@H:23]([N:25]2[C:29]3[N:30]=[CH:31][N:32]=[CH:33][C:28]=3[C:27]([CH3:35])([CH3:34])[C:26]2=[O:36])[CH2:22]1.C(N(CC)C(C)C)(C)C, predict the reaction product. The product is: [N:8]1[C:9]2[C:14](=[N:13][CH:12]=[CH:11][CH:10]=2)[CH:15]=[CH:16][C:7]=1[NH:20][C@H:21]1[CH2:24][C@H:23]([N:25]2[C:29]3[N:30]=[CH:31][N:32]=[CH:33][C:28]=3[C:27]([CH3:34])([CH3:35])[C:26]2=[O:36])[CH2:22]1. (7) The product is: [CH3:18][O:17][C:14]1[CH:15]=[CH:16][C:11]([O:10][C@H:6]([CH:7]([CH3:9])[CH3:8])[CH2:5][CH2:4][OH:3])=[CH:12][C:13]=1[O:19][CH2:20][CH2:21][CH2:22][O:23][CH3:24]. Given the reactants C([O:3][C:4](=O)[CH2:5][C@H:6]([O:10][C:11]1[CH:16]=[CH:15][C:14]([O:17][CH3:18])=[C:13]([O:19][CH2:20][CH2:21][CH2:22][O:23][CH3:24])[CH:12]=1)[CH:7]([CH3:9])[CH3:8])C.[Li+].[BH4-].[OH-].[Na+], predict the reaction product.